Dataset: Forward reaction prediction with 1.9M reactions from USPTO patents (1976-2016). Task: Predict the product of the given reaction. (1) Given the reactants [N+](C1C=CC(C[O:9][C:10]([C:12]2[N:13]3[C@H:16]([S:17][CH:18]=2)[C:15]([CH:20](OC(=O)C)[C:21]2[N:22]=[C:23]([CH2:39][C:40]4[CH:45]=[CH:44][CH:43]=[CH:42][CH:41]=4)[N:24](C(OCC4C=CC([N+]([O-])=O)=CC=4)=O)[CH:25]=2)(Br)[C:14]3=[O:50])=[O:11])=CC=1)([O-])=O.P([O-])([O-])([O-])=O.[OH-].[Na+:59].C(OCC)(=O)C, predict the reaction product. The product is: [Na+:59].[CH2:39]([C:23]1[NH:24][CH:25]=[C:21](/[CH:20]=[C:15]2\[CH:16]3[N:13]([C:14]\2=[O:50])[C:12]([C:10]([O-:11])=[O:9])=[CH:18][S:17]3)[N:22]=1)[C:40]1[CH:45]=[CH:44][CH:43]=[CH:42][CH:41]=1. (2) Given the reactants [Cl:1][C:2]1[CH:25]=[CH:24][C:5]([CH2:6][N:7]2[C:15]3[C:10](=[CH:11][C:12](/[CH:16]=[C:17]4/[C:18](=[O:23])[NH:19][C:20](=[O:22])[S:21]/4)=[CH:13][CH:14]=3)[CH:9]=[N:8]2)=[C:4]([C:26]([F:29])([F:28])[F:27])[CH:3]=1.Br[CH2:31][CH2:32]Cl.[NH:34]1[CH2:39][CH2:38][CH:37]([CH:40]([OH:43])[CH2:41][OH:42])[CH2:36][CH2:35]1, predict the reaction product. The product is: [Cl:1][C:2]1[CH:25]=[CH:24][C:5]([CH2:6][N:7]2[C:15]3[C:10](=[CH:11][C:12](/[CH:16]=[C:17]4/[C:18](=[O:23])[N:19]([CH2:31][CH2:32][N:34]5[CH2:39][CH2:38][CH:37]([CH:40]([OH:43])[CH2:41][OH:42])[CH2:36][CH2:35]5)[C:20](=[O:22])[S:21]/4)=[CH:13][CH:14]=3)[CH:9]=[N:8]2)=[C:4]([C:26]([F:27])([F:29])[F:28])[CH:3]=1. (3) The product is: [NH2:11][C:4]1[C:5]2[N:6]([CH:8]=[CH:9][N:10]=2)[CH:7]=[C:2]([C:18]2[C:13]([CH3:12])=[C:14]([NH:28][C:29]([N:31]3[CH2:35][CH2:34][CH2:33][CH2:32]3)=[O:30])[CH:15]=[CH:16][CH:17]=2)[CH:3]=1. Given the reactants Br[C:2]1[CH:3]=[C:4]([NH2:11])[C:5]2[N:6]([CH:8]=[CH:9][N:10]=2)[CH:7]=1.[CH3:12][C:13]1[C:18](B2OC(C)(C)C(C)(C)O2)=[CH:17][CH:16]=[CH:15][C:14]=1[NH:28][C:29]([N:31]1[CH2:35][CH2:34][CH2:33][CH2:32]1)=[O:30].C(=O)([O-])[O-].[Na+].[Na+].CO.C(Cl)Cl, predict the reaction product. (4) Given the reactants [CH2:1]([N:5]1[C:9]([CH2:10][O:11][CH3:12])=[C:8]([C:13]2[O:17][N:16]=[C:15]([C:18]3[CH:25]=[CH:24][C:21]([CH:22]=O)=[CH:20][CH:19]=3)[N:14]=2)[CH:7]=[N:6]1)[CH:2]([CH3:4])[CH3:3].[NH:26]1[CH2:29][CH:28]([C:30]([OH:32])=[O:31])[CH2:27]1, predict the reaction product. The product is: [CH2:1]([N:5]1[C:9]([CH2:10][O:11][CH3:12])=[C:8]([C:13]2[O:17][N:16]=[C:15]([C:18]3[CH:25]=[CH:24][C:21]([CH2:22][N:26]4[CH2:29][CH:28]([C:30]([OH:32])=[O:31])[CH2:27]4)=[CH:20][CH:19]=3)[N:14]=2)[CH:7]=[N:6]1)[CH:2]([CH3:4])[CH3:3]. (5) Given the reactants [Br:1][C:2]1[C:3](Cl)=[N:4][C:5]([Cl:8])=[N:6][CH:7]=1.[CH:10]1([NH:15][CH2:16][CH2:17][C:18]([NH:20][CH2:21][CH3:22])=[O:19])[CH2:14][CH2:13][CH2:12][CH2:11]1.C(N(CC)CC)C, predict the reaction product. The product is: [Br:1][C:2]1[C:3]([N:15]([CH:10]2[CH2:11][CH2:12][CH2:13][CH2:14]2)[CH2:16][CH2:17][C:18]([NH:20][CH2:21][CH3:22])=[O:19])=[N:4][C:5]([Cl:8])=[N:6][CH:7]=1. (6) The product is: [C:1]([C:3](=[C:8]([NH:17][C:15](=[O:16])[C:14]([CH3:19])([CH3:18])[CH3:13])[S:9][CH3:10])[C:4]([O:6][CH3:7])=[O:5])#[N:2]. Given the reactants [C:1]([C:3](=[C:8](SC)[S:9][CH3:10])[C:4]([O:6][CH3:7])=[O:5])#[N:2].[CH3:13][C:14]([CH3:19])([CH3:18])[C:15]([NH2:17])=[O:16].[H-].[Na+].Cl, predict the reaction product.